The task is: Predict which catalyst facilitates the given reaction.. This data is from Catalyst prediction with 721,799 reactions and 888 catalyst types from USPTO. Product: [NH2:7][CH2:8][C:9]1[CH:14]=[C:13]([CH:12]=[C:11]([Cl:22])[C:10]=1[F:23])[CH2:15][N:16]([CH2:18][CH2:19][O:20][CH3:21])[CH3:17]. The catalyst class is: 12. Reactant: C(OC(=O)[NH:7][CH2:8][C:9]1[CH:14]=[C:13]([CH2:15][N:16]([CH2:18][CH2:19][O:20][CH3:21])[CH3:17])[CH:12]=[C:11]([Cl:22])[C:10]=1[F:23])(C)(C)C.Cl.